Predict the reactants needed to synthesize the given product. From a dataset of Full USPTO retrosynthesis dataset with 1.9M reactions from patents (1976-2016). (1) Given the product [C:7]1([C:6]2[CH:5]=[C:4]([C:3]([O:2][CH3:1])=[O:15])[NH:18][N:17]=2)[CH:12]=[CH:11][CH:10]=[CH:9][CH:8]=1, predict the reactants needed to synthesize it. The reactants are: [CH3:1][O:2][C:3](=[O:15])[C:4](O)=[CH:5][C:6](=O)[C:7]1[CH:12]=[CH:11][CH:10]=[CH:9][CH:8]=1.O.[NH2:17][NH2:18]. (2) Given the product [F:12][CH2:11][CH2:10][S:9][C:7]1[S:8][C:4]2[CH:3]=[C:2]([C:27]3[CH:26]=[CH:25][C:24]([N:16]([CH3:15])[C:17](=[O:23])[O:18][C:19]([CH3:20])([CH3:21])[CH3:22])=[CH:29][CH:28]=3)[CH:14]=[CH:13][C:5]=2[N:6]=1, predict the reactants needed to synthesize it. The reactants are: Br[C:2]1[CH:14]=[CH:13][C:5]2[N:6]=[C:7]([S:9][CH2:10][CH2:11][F:12])[S:8][C:4]=2[CH:3]=1.[CH3:15][N:16]([C:24]1[CH:29]=[CH:28][C:27](B2OC(C)(C)C(C)(C)O2)=[CH:26][CH:25]=1)[C:17](=[O:23])[O:18][C:19]([CH3:22])([CH3:21])[CH3:20].C([O-])([O-])=O.[Na+].[Na+]. (3) Given the product [F:18][C:19]1[CH:20]=[C:21]([C:2]2[CH:3]=[C:4]3[C:10]([CH3:11])=[N:9][N:8]([CH:12]4[CH2:17][CH2:16][CH2:15][CH2:14][O:13]4)[C:5]3=[CH:6][N:7]=2)[CH:22]=[N:23][CH:24]=1, predict the reactants needed to synthesize it. The reactants are: Br[C:2]1[CH:3]=[C:4]2[C:10]([CH3:11])=[N:9][N:8]([CH:12]3[CH2:17][CH2:16][CH2:15][CH2:14][O:13]3)[C:5]2=[CH:6][N:7]=1.[F:18][C:19]1[CH:20]=[C:21](B(O)O)[CH:22]=[N:23][CH:24]=1.C(#N)C.C([O-])(=O)C.[K+]. (4) Given the product [CH2:24]([O:23][C:17](=[O:22])[C:18]([C:19](=[O:20])[CH3:21])=[CH:5][CH2:6][CH:1]([CH:2]1[CH2:13][CH2:14][C:15]([CH3:16])=[CH:4][CH2:3]1)[CH3:7])[CH3:25], predict the reactants needed to synthesize it. The reactants are: [C:1]1([CH3:7])[CH:6]=[CH:5][CH:4]=[CH:3][CH:2]=1.[CH2:13](N[CH2:13][CH2:14][CH2:15][CH3:16])[CH2:14][CH2:15][CH3:16].[C:17]([O:23][CH2:24][CH3:25])(=[O:22])[CH2:18][C:19]([CH3:21])=[O:20]. (5) Given the product [CH3:14][C:15]([C:16]([O:18][CH2:19][CH3:20])=[O:17])([CH3:25])[CH2:21][CH2:22][CH2:23][C:2]([C:27]1[CH:32]=[CH:31][C:30]([N+:33]([O-:35])=[O:34])=[CH:29][N:28]=1)([C:3]([O:5][CH2:6][CH3:7])=[O:4])[C:1]([O:9][CH2:10][CH3:11])=[O:8], predict the reactants needed to synthesize it. The reactants are: [C:1]([O:9][CH2:10][CH3:11])(=[O:8])[CH2:2][C:3]([O:5][CH2:6][CH3:7])=[O:4].[H-].[Na+].[CH3:14][C:15]([CH3:25])([CH2:21][CH2:22][CH2:23]Br)[C:16]([O:18][CH2:19][CH3:20])=[O:17].Cl[C:27]1[CH:32]=[CH:31][C:30]([N+:33]([O-:35])=[O:34])=[CH:29][N:28]=1.[Cl-].[Na+]. (6) Given the product [Br:1][C:2]1[CH:3]=[C:4]2[C:8](=[CH:9][CH:10]=1)[N:7]([C:13](=[O:14])[C:12]([F:23])([F:22])[F:11])[CH2:6][CH2:5]2, predict the reactants needed to synthesize it. The reactants are: [Br:1][C:2]1[CH:3]=[C:4]2[C:8](=[CH:9][CH:10]=1)[NH:7][CH2:6][CH2:5]2.[F:11][C:12]([F:23])([F:22])[C:13](O[C:13](=[O:14])[C:12]([F:23])([F:22])[F:11])=[O:14]. (7) Given the product [NH2:1][C:4]1[CH:11]=[CH:10][CH:9]=[C:8]([CH:12]2[CH2:13][CH2:14]2)[C:5]=1[C:6]#[N:7], predict the reactants needed to synthesize it. The reactants are: [N+:1]([C:4]1[CH:11]=[CH:10][CH:9]=[C:8]([CH:12]2[CH2:14][CH2:13]2)[C:5]=1[C:6]#[N:7])([O-])=O.[H][H]. (8) Given the product [CH:1]1([CH2:4][N:5]2[CH2:11][CH2:10][C:9]3[CH:12]=[CH:13][C:14]([O:16][CH2:17][CH:18]4[CH2:19][CH2:20][NH:21][CH2:22][CH2:23]4)=[CH:15][C:8]=3[CH2:7][CH2:6]2)[CH2:2][CH2:3]1, predict the reactants needed to synthesize it. The reactants are: [CH:1]1([CH2:4][N:5]2[CH2:11][CH2:10][C:9]3[CH:12]=[CH:13][C:14]([O:16][CH2:17][CH:18]4[CH2:23][CH2:22][N:21](C(OC(C)(C)C)=O)[CH2:20][CH2:19]4)=[CH:15][C:8]=3[CH2:7][CH2:6]2)[CH2:3][CH2:2]1.FC(F)(F)C(O)=O. (9) Given the product [Br:1][C:2]1[CH:10]=[CH:9][CH:8]=[C:4]2[C:3]=1[C:11](=[O:13])[N:26]([CH2:25][CH2:24][C:15]1[CH:16]=[CH:17][C:18]3[C:23](=[CH:22][CH:21]=[CH:20][CH:19]=3)[N:14]=1)[C:5]2=[O:7], predict the reactants needed to synthesize it. The reactants are: [Br:1][C:2]1[CH:10]=[CH:9][CH:8]=[C:4]([C:5]([OH:7])=O)[C:3]=1[C:11]([OH:13])=O.[N:14]1[C:23]2[C:18](=[CH:19][CH:20]=[CH:21][CH:22]=2)[CH:17]=[CH:16][C:15]=1[CH2:24][CH2:25][NH2:26].C(O[Na])(C)=O.